Dataset: Full USPTO retrosynthesis dataset with 1.9M reactions from patents (1976-2016). Task: Predict the reactants needed to synthesize the given product. (1) The reactants are: C[O:2][C:3]([C:5]1[S:6][C:7]([CH2:10][CH2:11][CH2:12][N:13]([CH2:23][CH2:24][CH2:25][C:26]2[CH:31]=[CH:30][CH:29]=[C:28]([Cl:32])[CH:27]=2)[S:14]([C:17]2[CH:18]=[N:19][CH:20]=[CH:21][CH:22]=2)(=[O:16])=[O:15])=[CH:8][CH:9]=1)=[O:4].[OH-].[Na+]. Given the product [Cl:32][C:28]1[CH:27]=[C:26]([CH2:25][CH2:24][CH2:23][N:13]([S:14]([C:17]2[CH:18]=[N:19][CH:20]=[CH:21][CH:22]=2)(=[O:16])=[O:15])[CH2:12][CH2:11][CH2:10][C:7]2[S:6][C:5]([C:3]([OH:4])=[O:2])=[CH:9][CH:8]=2)[CH:31]=[CH:30][CH:29]=1, predict the reactants needed to synthesize it. (2) Given the product [CH2:11]([N:7]1[C:8]2[C:4](=[CH:3][C:2]([Cl:1])=[CH:10][CH:9]=2)[CH:5]=[C:6]1[C:18]([CH:19]([CH2:20][CH2:21][CH3:22])[CH2:44][C:41]1[CH:42]=[CH:43][C:38]([C:36]([O:35][CH3:34])=[O:37])=[CH:39][CH:40]=1)=[O:23])[C:12]1[CH:13]=[CH:14][CH:15]=[CH:16][CH:17]=1, predict the reactants needed to synthesize it. The reactants are: [Cl:1][C:2]1[CH:3]=[C:4]2[C:8](=[CH:9][CH:10]=1)[N:7]([CH2:11][C:12]1[CH:17]=[CH:16][CH:15]=[CH:14][CH:13]=1)[C:6]([C:18](=[O:23])[CH2:19][CH2:20][CH2:21][CH3:22])=[CH:5]2.C[Si]([N-][Si](C)(C)C)(C)C.[K+].[CH3:34][O:35][C:36]([C:38]1[CH:43]=[CH:42][C:41]([CH2:44]Br)=[CH:40][CH:39]=1)=[O:37].[NH4+].[Cl-]. (3) Given the product [C:1]([NH:6][C:7]1[NH:8][C:9](=[O:31])[C:10]2[N:11]=[CH:12][N:13]([C:29]=2[N:30]=1)[C@@H:14]1[O:28][C@H:18]([CH2:19][O:20][Si:21]([C:24]([CH3:26])([CH3:25])[CH3:27])([CH3:23])[CH3:22])[C@@H:16]([O:17][CH2:49][S:50][CH3:52])[CH2:15]1)(=[O:5])[CH:2]([CH3:4])[CH3:3], predict the reactants needed to synthesize it. The reactants are: [C:1]([NH:6][C:7]1[NH:8][C:9](=[O:31])[C:10]2[N:11]=[CH:12][N:13]([C:29]=2[N:30]=1)[C@@H:14]1[O:28][C@H:18]([CH2:19][O:20][Si:21]([C:24]([CH3:27])([CH3:26])[CH3:25])([CH3:23])[CH3:22])[C@@H:16]([OH:17])[CH2:15]1)(=[O:5])[CH:2]([CH3:4])[CH3:3].C(O)(=O)C.C(OC(=O)C)(=O)C.C([O-])([O-])=O.[K+].[K+].[CH3:49][S:50]([CH3:52])=O. (4) Given the product [Cl:19][C:16]1[CH:17]=[CH:18][C:13]([CH2:12][CH:8]([C:9]([NH:29]/[N:28]=[C:26]2\[NH:27][C:22]([F:21])=[CH:23][C:24]([C:30]3[CH:35]=[CH:34][N:33]=[C:32]([NH:36][C:37]4[N:38]([CH3:42])[N:39]=[CH:40][CH:41]=4)[N:31]=3)=[CH:25]\2)=[O:11])[CH2:7][C:6]([O:5][C:1]([CH3:2])([CH3:3])[CH3:4])=[O:20])=[CH:14][CH:15]=1, predict the reactants needed to synthesize it. The reactants are: [C:1]([O:5][C:6](=[O:20])[CH2:7][CH:8]([CH2:12][C:13]1[CH:18]=[CH:17][C:16]([Cl:19])=[CH:15][CH:14]=1)[C:9]([OH:11])=O)([CH3:4])([CH3:3])[CH3:2].[F:21][C:22]1[NH:27][C:26](=[N:28][NH2:29])[CH:25]=[C:24]([C:30]2[CH:35]=[CH:34][N:33]=[C:32]([NH:36][C:37]3[N:38]([CH3:42])[N:39]=[CH:40][CH:41]=3)[N:31]=2)[CH:23]=1.CN(C(ON1N=NC2C=CC=NC1=2)=[N+](C)C)C.F[P-](F)(F)(F)(F)F. (5) Given the product [NH2:11][C:10]1[C:5]([C:3]([OH:2])=[O:4])=[N:6][C:7]([C:24]2[CH:23]=[N:22][N:21]([CH3:20])[CH:25]=2)=[C:8]([C:12]([F:15])([F:14])[F:13])[CH:9]=1, predict the reactants needed to synthesize it. The reactants are: C[O:2][C:3]([C:5]1[C:10]([NH2:11])=[CH:9][C:8]([C:12]([F:15])([F:14])[F:13])=[C:7](Br)[N:6]=1)=[O:4].C(Cl)Cl.[CH3:20][N:21]1[CH:25]=[C:24](B2OC(C)(C)C(C)(C)O2)[CH:23]=[N:22]1.C([O-])([O-])=O.[Cs+].[Cs+].[OH-].[Na+]. (6) The reactants are: [CH:1]1([CH:4]([N:8]2[CH:12]=[C:11]([C:13]3[N:18]4[CH:19]=[CH:20][N:21]=[C:17]4[CH:16]=[C:15]([C:22]4[CH:23]=[N:24][N:25]([CH3:27])[CH:26]=4)[N:14]=3)[CH:10]=[N:9]2)[CH2:5][CH2:6][OH:7])[CH2:3][CH2:2]1.C(N(CC)CC)C.[CH3:35][S:36](O[S:36]([CH3:35])(=[O:38])=[O:37])(=[O:38])=[O:37]. Given the product [CH3:35][S:36]([O:7][CH2:6][CH2:5][CH:4]([CH:1]1[CH2:3][CH2:2]1)[N:8]1[CH:12]=[C:11]([C:13]2[N:18]3[CH:19]=[CH:20][N:21]=[C:17]3[CH:16]=[C:15]([C:22]3[CH:23]=[N:24][N:25]([CH3:27])[CH:26]=3)[N:14]=2)[CH:10]=[N:9]1)(=[O:38])=[O:37], predict the reactants needed to synthesize it.